Dataset: Full USPTO retrosynthesis dataset with 1.9M reactions from patents (1976-2016). Task: Predict the reactants needed to synthesize the given product. (1) The reactants are: [CH3:1][Si](C=[N+]=[N-])(C)C.[C:8]([O:12][C:13]([N:15]1[CH2:19][C@H:18]([C:20]([CH3:28])([CH3:27])[O:21][SiH2:22][C:23]([CH3:26])([CH3:25])[CH3:24])[C@@H:17]([C:29]([OH:31])=[O:30])[CH2:16]1)=[O:14])([CH3:11])([CH3:10])[CH3:9]. Given the product [CH3:1][O:30][C:29]([C@@H:17]1[C@@H:18]([C:20]([CH3:28])([CH3:27])[O:21][SiH2:22][C:23]([CH3:26])([CH3:25])[CH3:24])[CH2:19][N:15]([C:13]([O:12][C:8]([CH3:11])([CH3:9])[CH3:10])=[O:14])[CH2:16]1)=[O:31], predict the reactants needed to synthesize it. (2) Given the product [F:1][C:2]1[CH:3]=[CH:4][C:5]([CH2:6][N:7]2[C:16](=[O:17])[C:15]([C:18]3[NH:23][C:22]4[S:24][CH:25]=[C:26]([CH2:27][NH:28][S:29]([NH2:32])(=[O:31])=[O:30])[C:21]=4[S:20](=[O:43])(=[O:44])[N:19]=3)=[C:14]([OH:45])[C@H:13]3[C@@H:8]2[C@H:9]2[CH2:46][C@@H:12]3[CH2:11][CH2:10]2)=[CH:47][CH:48]=1, predict the reactants needed to synthesize it. The reactants are: [F:1][C:2]1[CH:48]=[CH:47][C:5]([CH2:6][N:7]2[C:16](=[O:17])[C:15]([C:18]3[NH:23][C:22]4[S:24][CH:25]=[C:26]([CH2:27][NH:28][S:29]([NH:32]C(=O)OCC5C=CC=CC=5)(=[O:31])=[O:30])[C:21]=4[S:20](=[O:44])(=[O:43])[N:19]=3)=[C:14]([OH:45])[C@H:13]3[C@@H:8]2[C@H:9]2[CH2:46][C@@H:12]3[CH2:11][CH2:10]2)=[CH:4][CH:3]=1. (3) Given the product [NH2:32][C:17]1[C:16]2[N:25]=[C:13]([CH3:12])[N:14]([CH2:26][CH2:27][C:28]([NH2:30])=[O:29])[C:15]=2[C:24]2[CH:23]=[CH:22][CH:21]=[CH:20][C:19]=2[N:18]=1, predict the reactants needed to synthesize it. The reactants are: C1C=C(Cl)C=C(C(OO)=O)C=1.[CH3:12][C:13]1[N:14]([CH2:26][CH2:27][C:28]([NH2:30])=[O:29])[C:15]2[C:24]3[CH:23]=[CH:22][CH:21]=[CH:20][C:19]=3[N:18]=[CH:17][C:16]=2[N:25]=1.[OH-].[NH4+:32].C1(C)C=CC(S(Cl)(=O)=O)=CC=1. (4) Given the product [CH:1]1[C:9]2[C:8]3[CH:10]=[CH:11][CH:12]=[CH:13][C:7]=3[O:6][C:5]=2[CH:4]=[CH:3][C:2]=1[CH2:14][OH:15], predict the reactants needed to synthesize it. The reactants are: [CH:1]1[C:9]2[C:8]3[CH:10]=[CH:11][CH:12]=[CH:13][C:7]=3[O:6][C:5]=2[CH:4]=[CH:3][C:2]=1[CH:14]=[O:15].[BH4-].[Na+].